Dataset: Forward reaction prediction with 1.9M reactions from USPTO patents (1976-2016). Task: Predict the product of the given reaction. (1) Given the reactants [NH2:1][C:2]1[CH:3]=[C:4]2[C:17](=[CH:18][CH:19]=1)[CH2:16][C@:6]1([C:14]3[C:9](=[N:10][CH:11]=[CH:12][CH:13]=3)[NH:8][C:7]1=[O:15])[CH2:5]2.Cl[C:21]1[N:26]=[CH:25][N:24]=[C:23]([C:27]([N:29]2[C:37]3[C:32](=[CH:33][C:34]([F:38])=[CH:35][CH:36]=3)[CH2:31][CH2:30]2)=[O:28])[CH:22]=1.Cl.CC(O)C, predict the reaction product. The product is: [F:38][C:34]1[CH:33]=[C:32]2[C:37](=[CH:36][CH:35]=1)[N:29]([C:27]([C:23]1[N:24]=[CH:25][N:26]=[C:21]([NH:1][C:2]3[CH:3]=[C:4]4[C:17](=[CH:18][CH:19]=3)[CH2:16][C@:6]3([C:14]5[C:9](=[N:10][CH:11]=[CH:12][CH:13]=5)[NH:8][C:7]3=[O:15])[CH2:5]4)[CH:22]=1)=[O:28])[CH2:30][CH2:31]2. (2) Given the reactants [NH2:1][C:2]1[CH:3]=[C:4]([CH:16]=[CH:17][C:18]=1[Cl:19])[CH2:5][NH:6][C:7]([C:9]1([C:12]([F:15])([F:14])[F:13])[CH2:11][CH2:10]1)=[O:8].C1N=CN([C:25](N2C=NC=C2)=[S:26])C=1, predict the reaction product. The product is: [Cl:19][C:18]1[CH:17]=[CH:16][C:4]([CH2:5][NH:6][C:7]([C:9]2([C:12]([F:13])([F:14])[F:15])[CH2:10][CH2:11]2)=[O:8])=[CH:3][C:2]=1[N:1]=[C:25]=[S:26].